Task: Predict the reaction yield, written as a fraction of the theoretical maximum amount of product (1.0 means a 100% yield; for example, 0.34 means a 34% yield).. Dataset: Reaction yield outcomes from USPTO patents with 853,638 reactions (1) The reactants are CO[C:3](=[O:30])[CH2:4][CH2:5][C:6]1[CH:10]=[C:9]([C:11]2[CH:12]=[N:13][CH:14]=[C:15]([O:17][CH2:18][C@@H:19]3[CH2:22][CH2:21][N:20]3[C:23]([O:25][C:26]([CH3:29])([CH3:28])[CH3:27])=[O:24])[CH:16]=2)[O:8][N:7]=1.[NH:31]1[CH2:35][CH2:34][CH2:33][CH2:32]1. No catalyst specified. The product is [C:26]([O:25][C:23]([N:20]1[CH2:21][CH2:22][C@H:19]1[CH2:18][O:17][C:15]1[CH:16]=[C:11]([C:9]2[O:8][N:7]=[C:6]([CH2:5][CH2:4][C:3]([N:31]3[CH2:35][CH2:34][CH2:33][CH2:32]3)=[O:30])[CH:10]=2)[CH:12]=[N:13][CH:14]=1)=[O:24])([CH3:27])([CH3:29])[CH3:28]. The yield is 0.990. (2) The reactants are [Br:1][C:2]1[N:3]([C:12]2[N:13]=[CH:14][N:15]=[C:16]([NH2:19])[C:17]=2[N:18]=1)[C@@H:4]1[O:11][C@H:8]([CH2:9][OH:10])[C@@H:6]([OH:7])[CH2:5]1.[CH3:20][O:21][C:22]1[CH:27]=[CH:26][C:25]([C:28](Cl)([C:35]2[CH:40]=[CH:39][C:38]([O:41][CH3:42])=[CH:37][CH:36]=2)[C:29]2[CH:34]=[CH:33][CH:32]=[CH:31][CH:30]=2)=[CH:24][CH:23]=1.C[Si](C)(C)Cl.[C:49](Cl)(=[O:56])[C:50]1[CH:55]=[CH:54][CH:53]=[CH:52][CH:51]=1. The catalyst is N1C=CC=CC=1. The product is [C:49]([NH:19][C:16]1[C:17]2[N:18]=[C:2]([Br:1])[N:3]([C:12]=2[N:13]=[CH:14][N:15]=1)[C@@H:4]1[O:11][C@H:8]([CH2:9][O:10][C:28]([C:29]2[CH:34]=[CH:33][CH:32]=[CH:31][CH:30]=2)([C:35]2[CH:40]=[CH:39][C:38]([O:41][CH3:42])=[CH:37][CH:36]=2)[C:25]2[CH:26]=[CH:27][C:22]([O:21][CH3:20])=[CH:23][CH:24]=2)[C@@H:6]([OH:7])[CH2:5]1)(=[O:56])[C:50]1[CH:55]=[CH:54][CH:53]=[CH:52][CH:51]=1. The yield is 0.416. (3) The reactants are [F:1][C:2]1[CH:7]=[CH:6][CH:5]=[C:4]([F:8])[C:3]=1[N:9]1[C:14]2[N:15]=[C:16](S(C)(=O)=O)[N:17]=[C:18]([C:19]3[CH:20]=[C:21]([CH:28]=[CH:29][C:30]=3[CH3:31])[C:22]([NH:24][CH2:25][CH2:26][CH3:27])=[O:23])[C:13]=2[CH2:12][NH:11][C:10]1=[O:36].[NH2:37][CH2:38][CH2:39][CH2:40][N:41]([CH2:49][CH3:50])[C:42](=[O:48])[O:43][C:44]([CH3:47])([CH3:46])[CH3:45].C(N(CC)CC)C.CCOC(C)=O. The catalyst is CN(C=O)C. The product is [F:1][C:2]1[CH:7]=[CH:6][CH:5]=[C:4]([F:8])[C:3]=1[N:9]1[C:14]2[N:15]=[C:16]([NH:37][CH2:38][CH2:39][CH2:40][N:41]([CH2:49][CH3:50])[C:42](=[O:48])[O:43][C:44]([CH3:45])([CH3:46])[CH3:47])[N:17]=[C:18]([C:19]3[CH:20]=[C:21]([C:22]([NH:24][CH2:25][CH2:26][CH3:27])=[O:23])[CH:28]=[CH:29][C:30]=3[CH3:31])[C:13]=2[CH2:12][NH:11][C:10]1=[O:36]. The yield is 0.670. (4) The reactants are O=C1CCC(=O)N1[O:8][C:9](=O)[CH2:10][CH2:11][CH:12]([NH:20][C:21](=[O:47])[CH2:22][CH2:23][CH2:24][CH2:25][CH2:26][CH2:27][CH2:28][CH2:29][CH2:30][CH2:31][CH2:32][CH2:33][CH2:34][CH2:35][CH2:36][CH2:37][CH2:38][CH2:39][C:40]([O:42][C:43]([CH3:46])([CH3:45])[CH3:44])=[O:41])[C:13]([O:15][C:16]([CH3:19])([CH3:18])[CH3:17])=[O:14].[NH2:49][CH2:50][CH2:51][O:52][CH2:53][CH2:54][O:55][CH2:56][C:57]([NH:59][CH2:60][CH2:61][O:62][CH2:63][CH2:64][O:65][CH2:66][C:67]([OH:69])=[O:68])=[O:58].CCN(C(C)C)C(C)C. The catalyst is C(O)C. The product is [C:43]([O:42][C:40](=[O:41])[CH2:39][CH2:38][CH2:37][CH2:36][CH2:35][CH2:34][CH2:33][CH2:32][CH2:31][CH2:30][CH2:29][CH2:28][CH2:27][CH2:26][CH2:25][CH2:24][CH2:23][CH2:22][C:21](=[O:47])[NH:20][C@H:12]([C:13]([O:15][C:16]([CH3:19])([CH3:18])[CH3:17])=[O:14])[CH2:11][CH2:10][C:9](=[O:8])[NH:49][CH2:50][CH2:51][O:52][CH2:53][CH2:54][O:55][CH2:56][C:57](=[O:58])[NH:59][CH2:60][CH2:61][O:62][CH2:63][CH2:64][O:65][CH2:66][C:67]([OH:69])=[O:68])([CH3:46])([CH3:44])[CH3:45]. The yield is 0.960. (5) The reactants are [Br:1][C:2]1[CH:7]=[CH:6][C:5]([O:8][CH3:9])=[CH:4][C:3]=1[S:10][C:11]1[N:12](CC2C=CC(OC)=CC=2)[C:13]2[CH:18]=[CH:17][N:16]=[C:15]([NH2:19])[C:14]=2[N:20]=1. The catalyst is C(O)(C(F)(F)F)=O. The product is [Br:1][C:2]1[CH:7]=[CH:6][C:5]([O:8][CH3:9])=[CH:4][C:3]=1[S:10][C:11]1[NH:12][C:13]2[CH:18]=[CH:17][N:16]=[C:15]([NH2:19])[C:14]=2[N:20]=1. The yield is 0.880.